This data is from Forward reaction prediction with 1.9M reactions from USPTO patents (1976-2016). The task is: Predict the product of the given reaction. (1) Given the reactants C(N(CC)C(C)C)(C)C.[CH:10]1[CH:15]=[CH:14][C:13]([CH2:16][CH2:17][NH2:18])=[CH:12][CH:11]=1.[NH2:19][C:20]([NH:22][C:23]1[NH:24][C:25]2[C:30]([C:31]=1[C:32](=[O:34])[NH2:33])=[CH:29][CH:28]=[C:27]([C:35]([OH:37])=O)[CH:26]=2)=[O:21], predict the reaction product. The product is: [NH2:19][C:20]([NH:22][C:23]1[NH:24][C:25]2[C:30]([C:31]=1[C:32]([NH2:33])=[O:34])=[CH:29][CH:28]=[C:27]([C:35]([NH:18][CH2:17][CH2:16][C:13]1[CH:14]=[CH:15][CH:10]=[CH:11][CH:12]=1)=[O:37])[CH:26]=2)=[O:21]. (2) Given the reactants Cl.[CH2:2]([O:9][NH2:10])[C:3]1[CH:8]=[CH:7][CH:6]=[CH:5][CH:4]=1.Br[CH2:12][C:13]([O:15][C:16]([CH3:19])([CH3:18])[CH3:17])=[O:14].C(=O)([O-])[O-].[K+].[K+], predict the reaction product. The product is: [C:16]([O:15][C:13](=[O:14])[CH2:12][NH:10][O:9][CH2:2][C:3]1[CH:8]=[CH:7][CH:6]=[CH:5][CH:4]=1)([CH3:19])([CH3:18])[CH3:17]. (3) Given the reactants [CH3:1][S:2]([C:5]1[CH:10]=[CH:9][C:8]([C:11]2[C:12]3[N:13]([N:17]=[C:18]([NH2:20])[N:19]=3)[CH:14]=[CH:15][CH:16]=2)=[CH:7][CH:6]=1)(=[O:4])=[O:3].Br[C:22]1[CH:27]=[CH:26][C:25]([CH:28]2[CH2:33][CH2:32][N:31]([CH3:34])[CH2:30][CH2:29]2)=[CH:24][CH:23]=1.Cl.C1(P(C2CCCCC2)C2C=CC=CC=2C2C=CC=CC=2P(C2CCCCC2)C2CCCCC2)CCCCC1, predict the reaction product. The product is: [CH3:1][S:2]([C:5]1[CH:10]=[CH:9][C:8]([C:11]2[C:12]3[N:13]([N:17]=[C:18]([NH:20][C:22]4[CH:23]=[CH:24][C:25]([CH:28]5[CH2:29][CH2:30][N:31]([CH3:34])[CH2:32][CH2:33]5)=[CH:26][CH:27]=4)[N:19]=3)[CH:14]=[CH:15][CH:16]=2)=[CH:7][CH:6]=1)(=[O:3])=[O:4].